From a dataset of Catalyst prediction with 721,799 reactions and 888 catalyst types from USPTO. Predict which catalyst facilitates the given reaction. (1) Reactant: Br[C:2]1[CH:3]=[C:4]([CH:32]=[CH:33][CH:34]=1)[O:5][C:6]1[CH:7]=[C:8]([S:23][C:24]2[CH:29]=[CH:28][CH:27]=[C:26]([O:30][CH3:31])[CH:25]=2)[C:9]([NH:12][C:13]2[S:17][N:16]=[C:15]([CH:18]3[CH2:22][CH2:21][CH2:20][O:19]3)[N:14]=2)=[N:10][CH:11]=1.C[Li].C([Li])CCC.[CH:42](=[O:44])[CH3:43].[NH4+].[Cl-]. Product: [CH3:31][O:30][C:26]1[CH:25]=[C:24]([S:23][C:8]2[CH:7]=[C:6]([O:5][C:4]3[CH:3]=[C:2]([CH:42]([OH:44])[CH3:43])[CH:34]=[CH:33][CH:32]=3)[CH:11]=[N:10][C:9]=2[NH:12][C:13]2[S:17][N:16]=[C:15]([CH:18]3[CH2:22][CH2:21][CH2:20][O:19]3)[N:14]=2)[CH:29]=[CH:28][CH:27]=1. The catalyst class is: 1. (2) Reactant: Cl[C:2]1[CH:11]=[CH:10][C:9]2[C:8]([C:12]([NH:14][CH2:15][C:16]34[CH2:25][CH:20]5[CH2:21][CH:22]([CH2:24][CH:18]([CH2:19]5)[CH2:17]3)[CH2:23]4)=[O:13])=[C:7]([Cl:26])[CH:6]=[CH:5][C:4]=2[N:3]=1.C(N(CC)CC)C.[NH:34]1[CH2:39][CH2:38][CH:37]([OH:40])[CH2:36][CH2:35]1. Product: [Cl:26][C:7]1[CH:6]=[CH:5][C:4]2[N:3]=[C:2]([N:34]3[CH2:39][CH2:38][CH:37]([OH:40])[CH2:36][CH2:35]3)[CH:11]=[CH:10][C:9]=2[C:8]=1[C:12]([NH:14][CH2:15][C:16]12[CH2:17][CH:18]3[CH2:24][CH:22]([CH2:21][CH:20]([CH2:19]3)[CH2:25]1)[CH2:23]2)=[O:13]. The catalyst class is: 10. (3) Reactant: [NH2:1][C@@H:2]1[CH2:6][N:5]([C:7]2[CH:8]=[N:9][C:10]([Cl:14])=[C:11]([Cl:13])[CH:12]=2)[CH2:4][C@@H:3]1[CH2:15]O.S(Cl)(Cl)=O.O. Product: [Cl:13][C:11]1[CH:12]=[C:7]([N:5]2[CH2:6][C@@H:2]3[C@@H:3]([CH2:15][NH:1]3)[CH2:4]2)[CH:8]=[N:9][C:10]=1[Cl:14]. The catalyst class is: 57. (4) Reactant: [CH3:1][O:2][C:3]([C@@H:5]1[CH2:18][C@H:17]([OH:19])[C:16](=[O:20])[C@H:15]2[C@@:6]1([CH3:28])[CH2:7][CH2:8][C@H:9]1[C@:14]2([CH3:21])[CH2:13][C@@H:12]([C:22]2[CH:26]=[CH:25][O:24][CH:23]=2)[O:11][C:10]1=[O:27])=[O:4].[CH3:29][S:30](Cl)(=[O:32])=[O:31].CCN(CC)CC. Product: [CH3:1][O:2][C:3]([C@@H:5]1[CH2:18][C@H:17]([O:19][S:30]([CH3:29])(=[O:32])=[O:31])[C:16](=[O:20])[C@H:15]2[C@@:6]1([CH3:28])[CH2:7][CH2:8][C@@H:9]1[C@:14]2([CH3:21])[CH2:13][C@@H:12]([C:22]2[CH:26]=[CH:25][O:24][CH:23]=2)[O:11][C:10]1=[O:27])=[O:4]. The catalyst class is: 2. (5) Reactant: F[C:2]1[CH:7]=[C:6]([F:8])[CH:5]=[C:4]([F:9])[C:3]=1[N+:10]([O-:12])=[O:11].[CH2:13]([NH2:17])[CH2:14][CH2:15][CH3:16]. Product: [CH2:13]([NH:17][C:2]1[CH:7]=[C:6]([F:8])[CH:5]=[C:4]([F:9])[C:3]=1[N+:10]([O-:12])=[O:11])[CH2:14][CH2:15][CH3:16]. The catalyst class is: 3. (6) Reactant: [Cl:1][CH2:2][C:3]([OH:5])=[O:4].[CH:6]1[C:11]2=[N:12][S:13][N:14]=[C:10]2[C:9]([NH:15][C:16]2[NH:20][CH2:19][CH2:18][N:17]=2)=[C:8]([Cl:21])[CH:7]=1. Product: [CH:6]1[C:11]2=[N:12][S:13][N:14]=[C:10]2[C:9]([NH:15][C:16]2[NH:20][CH2:19][CH2:18][N:17]=2)=[C:8]([Cl:21])[CH:7]=1.[Cl:1][CH2:2][C:3]([O-:5])=[O:4]. The catalyst class is: 32. (7) Reactant: [CH3:1][O:2][C:3]([C:5]1[C:9]([CH3:10])=[C:8]([C:11]2[CH:16]=[CH:15][CH:14]=[CH:13][C:12]=2[C:17]([F:20])([F:19])[F:18])[NH:7][CH:6]=1)=[O:4].[CH3:21][Si]([N-][Si](C)(C)C)(C)C.[Li+].IC. Product: [CH3:1][O:2][C:3]([C:5]1[C:9]([CH3:10])=[C:8]([C:11]2[CH:16]=[CH:15][CH:14]=[CH:13][C:12]=2[C:17]([F:20])([F:19])[F:18])[N:7]([CH3:21])[CH:6]=1)=[O:4]. The catalyst class is: 1.